From a dataset of Full USPTO retrosynthesis dataset with 1.9M reactions from patents (1976-2016). Predict the reactants needed to synthesize the given product. (1) Given the product [F:15][C:12]([F:14])([F:13])[C:11]1[N:6]2[N:5]=[CH:4][C:3]([C:1]#[C:2][C:33]3[CH:34]=[CH:35][C:30]([NH:29][C:27](=[O:28])[CH3:26])=[CH:31][CH:32]=3)=[C:7]2[N:8]=[C:9]([C:16]2[CH:21]=[CH:20][C:19]([C:22]([F:25])([F:24])[F:23])=[CH:18][CH:17]=2)[CH:10]=1, predict the reactants needed to synthesize it. The reactants are: [C:1]([C:3]1[CH:4]=[N:5][N:6]2[C:11]([C:12]([F:15])([F:14])[F:13])=[CH:10][C:9]([C:16]3[CH:21]=[CH:20][C:19]([C:22]([F:25])([F:24])[F:23])=[CH:18][CH:17]=3)=[N:8][C:7]=12)#[CH:2].[CH3:26][C:27]([NH:29][C:30]1[CH:35]=[CH:34][C:33](Br)=[CH:32][CH:31]=1)=[O:28]. (2) Given the product [C:38]([N:37]=[C:36]([O:35][C:32]1[CH:33]=[CH:34][CH:29]=[CH:30][CH:31]=1)[NH:1][C@@H:2]1[CH2:8][CH2:7][C@@H:6]([C:9]2[CH:14]=[CH:13][CH:12]=[C:11]([F:15])[C:10]=2[F:16])[CH2:5][N:4]([CH2:17][CH3:18])[C:3]1=[O:19])#[N:39], predict the reactants needed to synthesize it. The reactants are: [NH2:1][C@@H:2]1[CH2:8][CH2:7][C@@H:6]([C:9]2[CH:14]=[CH:13][CH:12]=[C:11]([F:15])[C:10]=2[F:16])[CH2:5][N:4]([CH2:17][CH3:18])[C:3]1=[O:19].C(N(CC)C(C)C)(C)C.[CH:29]1[CH:34]=[CH:33][C:32]([O:35][C:36](OC2C=CC=CC=2)=[N:37][C:38]#[N:39])=[CH:31][CH:30]=1. (3) The reactants are: I[C:2]1[CH:7]=[CH:6][C:5]([N+:8]([O-:10])=[O:9])=[CH:4][C:3]=1[CH3:11].BrC1C=CC(F)=CC=1C.[Cl:21][C:22]1[CH:27]=[CH:26][C:25]([OH:28])=[C:24]([CH3:29])[CH:23]=1. Given the product [Cl:21][C:22]1[CH:27]=[CH:26][C:25]([O:28][C:2]2[CH:7]=[CH:6][C:5]([N+:8]([O-:10])=[O:9])=[CH:4][C:3]=2[CH3:11])=[C:24]([CH3:29])[CH:23]=1, predict the reactants needed to synthesize it. (4) Given the product [C:27]1([CH3:26])[CH:32]=[CH:31][C:30]([NH:33][C:21]([C:19]2[N:20]=[C:16]([CH2:15][O:14][C:13]3[CH:12]=[CH:11][C:10]([CH2:9][CH2:8][CH2:7][CH2:6][N:1]4[CH:5]=[CH:4][N:3]=[N:2]4)=[CH:25][CH:24]=3)[O:17][CH:18]=2)=[O:23])=[CH:29][CH:28]=1, predict the reactants needed to synthesize it. The reactants are: [N:1]1([CH2:6][CH2:7][CH2:8][CH2:9][C:10]2[CH:25]=[CH:24][C:13]([O:14][CH2:15][C:16]3[O:17][CH:18]=[C:19]([C:21]([OH:23])=O)[N:20]=3)=[CH:12][CH:11]=2)[CH:5]=[CH:4][N:3]=[N:2]1.[CH3:26][C:27]1[CH:28]=[CH:29][C:30]([NH2:33])=[CH:31][CH:32]=1. (5) The reactants are: [OH:1][C:2]1[CH:3]=[C:4]2[C:8](=[CH:9][CH:10]=1)[C:7](=[O:11])[CH2:6][CH2:5]2.[H-].[Na+].[CH2:14](Br)[CH:15]=[CH2:16]. Given the product [CH2:16]([O:1][C:2]1[CH:3]=[C:4]2[C:8](=[CH:9][CH:10]=1)[C:7](=[O:11])[CH2:6][CH2:5]2)[CH:15]=[CH2:14], predict the reactants needed to synthesize it.